Dataset: Catalyst prediction with 721,799 reactions and 888 catalyst types from USPTO. Task: Predict which catalyst facilitates the given reaction. Reactant: Cl.[CH2:2]([O:9][CH:10]([CH3:16])[CH:11]([B:13]([OH:15])[OH:14])Cl)[C:3]1[CH:8]=[CH:7][CH:6]=[CH:5][CH:4]=1.[C:17]12([OH:28])[CH2:25][CH:21]([C:22]1([CH3:24])[CH3:23])[CH2:20][CH2:19][C:18]2([OH:27])[CH3:26].[Li+].C[Si]([N-:34][Si](C)(C)C)(C)C. Product: [CH2:2]([O:9][CH:10]([CH3:16])[CH:11]([B:13]([OH:15])[OH:14])[NH2:34])[C:3]1[CH:8]=[CH:7][CH:6]=[CH:5][CH:4]=1.[C:17]12([OH:28])[CH2:25][CH:21]([C:22]1([CH3:24])[CH3:23])[CH2:20][CH2:19][C:18]2([OH:27])[CH3:26]. The catalyst class is: 1.